Dataset: Catalyst prediction with 721,799 reactions and 888 catalyst types from USPTO. Task: Predict which catalyst facilitates the given reaction. Reactant: [CH2:1]([O:3][C:4](=[O:30])[NH:5][C:6]1[CH:11]=[CH:10][CH:9]=[C:8]([CH2:12][N:13]2[C:18](=[O:19])[CH:17]=[CH:16][C:15]([C:20]3[CH:25]=[CH:24][C:23]([C:26](=[NH:29])[NH:27][OH:28])=[CH:22][CH:21]=3)=[N:14]2)[CH:7]=1)[CH3:2].N1C=CC=CC=1.Cl[C:38](OCC)=[O:39].Cl. Product: [CH2:1]([O:3][C:4](=[O:30])[NH:5][C:6]1[CH:11]=[CH:10][CH:9]=[C:8]([CH2:12][N:13]2[C:18](=[O:19])[CH:17]=[CH:16][C:15]([C:20]3[CH:21]=[CH:22][C:23]([C:26]4[NH:29][C:38](=[O:39])[O:28][N:27]=4)=[CH:24][CH:25]=3)=[N:14]2)[CH:7]=1)[CH3:2]. The catalyst class is: 18.